Dataset: Peptide-MHC class I binding affinity with 185,985 pairs from IEDB/IMGT. Task: Regression. Given a peptide amino acid sequence and an MHC pseudo amino acid sequence, predict their binding affinity value. This is MHC class I binding data. (1) The peptide sequence is IEELRRHLL. The MHC is HLA-B35:01 with pseudo-sequence HLA-B35:01. The binding affinity (normalized) is 0.119. (2) The MHC is HLA-A02:06 with pseudo-sequence HLA-A02:06. The peptide sequence is YLFQWNDNV. The binding affinity (normalized) is 1.00. (3) The peptide sequence is GPIGKLIA. The MHC is HLA-A68:02 with pseudo-sequence HLA-A68:02. The binding affinity (normalized) is 0. (4) The binding affinity (normalized) is 0.781. The peptide sequence is QELYSPLFLI. The MHC is HLA-B40:02 with pseudo-sequence HLA-B40:02.